From a dataset of Full USPTO retrosynthesis dataset with 1.9M reactions from patents (1976-2016). Predict the reactants needed to synthesize the given product. (1) Given the product [F:21][C:19]1([F:22])[O:18][C:17]2[CH:23]=[CH:24][C:14]([C:11]3([C:9]([NH:8][C:6]4[N:7]=[C:2]([C:33]5[CH:32]=[CH:31][N:30]=[C:29]([O:28][CH3:27])[CH:34]=5)[C:3]([CH3:26])=[C:4]([CH3:25])[CH:5]=4)=[O:10])[CH2:13][CH2:12]3)=[CH:15][C:16]=2[O:20]1, predict the reactants needed to synthesize it. The reactants are: Cl[C:2]1[N:7]=[C:6]([NH:8][C:9]([C:11]2([C:14]3[CH:24]=[CH:23][C:17]4[O:18][C:19]([F:22])([F:21])[O:20][C:16]=4[CH:15]=3)[CH2:13][CH2:12]2)=[O:10])[CH:5]=[C:4]([CH3:25])[C:3]=1[CH3:26].[CH3:27][O:28][C:29]1[CH:34]=[C:33](B(O)O)[CH:32]=[CH:31][N:30]=1.C([O-])([O-])=O.[Na+].[Na+]. (2) Given the product [Si:17]([O:10][C:9]1[C:4]2[N:3]=[N:2][NH:1][C:5]=2[CH:6]=[CH:7][CH:8]=1)([C:13]([CH3:16])([CH3:15])[CH3:14])([CH3:19])[CH3:18], predict the reactants needed to synthesize it. The reactants are: [NH:1]1[C:5]2[CH:6]=[CH:7][CH:8]=[C:9]([OH:10])[C:4]=2[N:3]=[N:2]1.[H-].[Na+].[C:13]([Si:17](Cl)([CH3:19])[CH3:18])([CH3:16])([CH3:15])[CH3:14]. (3) Given the product [C:20]1([CH2:26][CH2:27][CH2:28][CH2:29][CH2:30][O:31][C:32](=[O:33])[NH:10][C@@H:9]2[CH2:8][NH:7][C:6]2=[O:5])[CH:25]=[CH:24][CH:23]=[CH:22][CH:21]=1, predict the reactants needed to synthesize it. The reactants are: C([O-])(=O)C.[O:5]=[C:6]1[C@H:9]([NH3+:10])[CH2:8][NH:7]1.CCN(C(C)C)C(C)C.[C:20]1([CH2:26][CH2:27][CH2:28][CH2:29][CH2:30][O:31][C:32](N2C=CC=CC2=O)=[O:33])[CH:25]=[CH:24][CH:23]=[CH:22][CH:21]=1. (4) Given the product [F:1][C:2]1[CH:9]=[CH:8][C:7]([F:10])=[CH:6][C:3]=1[C@@H:4]1[N:22]([CH3:21])[C:17](=[O:19])[CH2:16][CH2:15][C@H:14]1[N+:11]([O-:13])=[O:12], predict the reactants needed to synthesize it. The reactants are: [F:1][C:2]1[CH:9]=[CH:8][C:7]([F:10])=[CH:6][C:3]=1[CH:4]=O.[N+:11]([CH2:14][CH2:15][CH2:16][C:17]([O:19]C)=O)([O-:13])=[O:12].[CH3:21][NH2:22].